This data is from Reaction yield outcomes from USPTO patents with 853,638 reactions. The task is: Predict the reaction yield, written as a fraction of the theoretical maximum amount of product (1.0 means a 100% yield; for example, 0.34 means a 34% yield). (1) The reactants are [O:1]=[C:2]1[CH2:7][CH2:6][N:5]([C:8]2[CH:13]=[CH:12][C:11]([N:14]3[CH2:18][C@H:17]([CH2:19][NH:20][C:21](=[O:23])[CH3:22])[O:16][C:15]3=[O:24])=[CH:10][C:9]=2[F:25])[CH2:4][C:3]1([CH3:27])[CH3:26].[C-:28]#[N:29].[K+]. The catalyst is CN(C)C=O. The product is [C:28]([C:2]1([OH:1])[CH2:7][CH2:6][N:5]([C:8]2[CH:13]=[CH:12][C:11]([N:14]3[CH2:18][C@H:17]([CH2:19][NH:20][C:21](=[O:23])[CH3:22])[O:16][C:15]3=[O:24])=[CH:10][C:9]=2[F:25])[CH2:4][C:3]1([CH3:27])[CH3:26])#[N:29]. The yield is 0.780. (2) The reactants are [OH:1][CH:2]1[CH2:7][CH2:6][CH2:5][NH:4][CH2:3]1.[C:8](O[C:8]([O:10][C:11]([CH3:14])([CH3:13])[CH3:12])=[O:9])([O:10][C:11]([CH3:14])([CH3:13])[CH3:12])=[O:9]. The catalyst is C(Cl)Cl. The product is [C:11]([O:10][C:8]([N:4]1[CH2:5][CH2:6][CH2:7][CH:2]([OH:1])[CH2:3]1)=[O:9])([CH3:14])([CH3:13])[CH3:12]. The yield is 1.00. (3) The reactants are [CH2:1]([NH:3][C:4]([NH:6][CH2:7][CH2:8][CH2:9][N:10]1[CH2:14][CH2:13][CH2:12][CH2:11]1)=O)[CH3:2].C(N(CC)CC)C.C1(C)C=CC(S(Cl)(=O)=O)=CC=1. The catalyst is ClCCl. The product is [N:10]1([CH2:9][CH2:8][CH2:7][N:6]=[C:4]=[N:3][CH2:1][CH3:2])[CH2:14][CH2:13][CH2:12][CH2:11]1. The yield is 0.670. (4) The reactants are C([O:5][C:6](=[O:38])[CH:7]([NH:11][S:12]([C:15]1[CH:20]=[CH:19][C:18]([C:21]2[CH:26]=[CH:25][C:24]([O:27][C:28]3[CH:33]=[CH:32][C:31]([C:34]([F:37])([F:36])[F:35])=[CH:30][N:29]=3)=[CH:23][CH:22]=2)=[CH:17][CH:16]=1)(=[O:14])=[O:13])[CH:8]([CH3:10])[CH3:9])(C)(C)C.C(O)(C(F)(F)F)=O. The catalyst is C(Cl)Cl. The product is [CH3:9][CH:8]([CH3:10])[CH:7]([NH:11][S:12]([C:15]1[CH:16]=[CH:17][C:18]([C:21]2[CH:26]=[CH:25][C:24]([O:27][C:28]3[CH:33]=[CH:32][C:31]([C:34]([F:36])([F:35])[F:37])=[CH:30][N:29]=3)=[CH:23][CH:22]=2)=[CH:19][CH:20]=1)(=[O:14])=[O:13])[C:6]([OH:38])=[O:5]. The yield is 0.660. (5) The yield is 0.290. The catalyst is O1CCCC1. The reactants are I[C:2]1[C:10]2[C:5](=[N:6][CH:7]=[CH:8][CH:9]=2)[N:4]([Si:11]([CH:18]([CH3:20])[CH3:19])([CH:15]([CH3:17])[CH3:16])[CH:12]([CH3:14])[CH3:13])[CH:3]=1.C([Mg]Cl)(C)C.C(OC(=O)[N:32]([C:44]1[CH:49]=[CH:48][C:47]([C:50](=[O:52])[CH3:51])=[CH:46][N:45]=1)[CH2:33][C:34]1[CH:39]=[CH:38][C:37]([C:40]([F:43])([F:42])[F:41])=[CH:36][CH:35]=1)(C)(C)C. The product is [F:43][C:40]([F:41])([F:42])[C:37]1[CH:38]=[CH:39][C:34]([CH2:33][NH:32][C:44]2[N:45]=[CH:46][C:47]([C:50]([C:2]3[C:10]4[C:5](=[N:6][CH:7]=[CH:8][CH:9]=4)[N:4]([Si:11]([CH:18]([CH3:20])[CH3:19])([CH:15]([CH3:17])[CH3:16])[CH:12]([CH3:14])[CH3:13])[CH:3]=3)([OH:52])[CH3:51])=[CH:48][CH:49]=2)=[CH:35][CH:36]=1.